This data is from Catalyst prediction with 721,799 reactions and 888 catalyst types from USPTO. The task is: Predict which catalyst facilitates the given reaction. (1) Reactant: [CH3:1][N:2]1[CH2:7][CH2:6][O:5][CH:4]([CH2:8][N:9]2[CH2:14][CH2:13][N:12](C(OC(C)(C)C)=O)[CH2:11][CH2:10]2)[CH2:3]1.FC(F)(F)C(O)=O. Product: [CH3:1][N:2]1[CH2:7][CH2:6][O:5][CH:4]([CH2:8][N:9]2[CH2:10][CH2:11][NH:12][CH2:13][CH2:14]2)[CH2:3]1. The catalyst class is: 4. (2) Product: [CH2:14]([CH:11]([C:12]#[N:13])[C:9]1[CH:10]=[C:5]([CH:6]=[CH:7][C:8]=1[F:21])[O:4][CH2:3][CH2:2][NH:1][S:28]([C:26]1[N:25]=[CH:24][N:23]([CH3:22])[CH:27]=1)(=[O:30])=[O:29])[C:15]1[CH:16]=[CH:17][CH:18]=[CH:19][CH:20]=1. The catalyst class is: 112. Reactant: [NH2:1][CH2:2][CH2:3][O:4][C:5]1[CH:6]=[CH:7][C:8]([F:21])=[C:9]([CH:11]([CH2:14][C:15]2[CH:20]=[CH:19][CH:18]=[CH:17][CH:16]=2)[C:12]#[N:13])[CH:10]=1.[CH3:22][N:23]1[CH:27]=[C:26]([S:28](Cl)(=[O:30])=[O:29])[N:25]=[CH:24]1. (3) Reactant: F[C:2]1[C:3]([C:22]2[CH:27]=[CH:26][CH:25]=[CH:24][CH:23]=2)=[C:4]([CH3:21])[C:5]([C:19]#[N:20])=[C:6]2[C:10]=1[O:9][C:8]([N:11]([CH3:18])[CH2:12][C:13]1[NH:17][N:16]=[CH:15][N:14]=1)=[N:7]2.C(N(CC)CC)C.[CH3:35][N:36]([CH3:42])[C@H:37]1[CH2:41][CH2:40][NH:39][CH2:38]1. Product: [CH3:35][N:36]([CH3:42])[C@H:37]1[CH2:41][CH2:40][N:39]([C:2]2[C:3]([C:22]3[CH:27]=[CH:26][CH:25]=[CH:24][CH:23]=3)=[C:4]([CH3:21])[C:5]([C:19]#[N:20])=[C:6]3[C:10]=2[O:9][C:8]([N:11]([CH3:18])[CH2:12][C:13]2[NH:17][N:16]=[CH:15][N:14]=2)=[N:7]3)[CH2:38]1. The catalyst class is: 633. (4) Reactant: [CH3:1][C:2]([NH:4][C@H:5]1[C@H](O)O[C@H](OS(O)(=O)=O)[C@H](O)[C@@H:6]1[O:18][C@@H:19]1O[C@H:23]([C:25](O)=O)[C@@H:22](O)[C@H:21](O)[C@H:20]1O)=O.C1[CH:32]=[CH:33][C:34]2N(O)N=N[C:35]=2[CH:36]=1.[CH2:41](Cl)[CH2:42][Cl:43].O.CO.[CH3:48][CH2:49]O. Product: [CH3:48][CH2:49][N:4]([CH2:5][CH2:6][O:18][C:19]1[CH:20]=[CH:21][C:22]([CH2:23][C:25]2[CH:36]=[CH:35][CH:34]=[CH:33][CH:32]=2)=[CH:41][CH:42]=1)[CH2:2][CH3:1].[ClH:43]. The catalyst class is: 147. (5) Reactant: [H-].[H-].[H-].[H-].[Li+].[Al+3].[CH2:7]([N:14]1[C:18]([C:19]2[CH:24]=[CH:23][CH:22]=[CH:21][CH:20]=2)=[CH:17][C:16]([C:25](OCC)=[O:26])=[N:15]1)[C:8]1[CH:13]=[CH:12][CH:11]=[CH:10][CH:9]=1.[OH-].[Na+].S([O-])([O-])(=O)=O.[Na+].[Na+]. Product: [CH2:7]([N:14]1[C:18]([C:19]2[CH:20]=[CH:21][CH:22]=[CH:23][CH:24]=2)=[CH:17][C:16]([CH2:25][OH:26])=[N:15]1)[C:8]1[CH:9]=[CH:10][CH:11]=[CH:12][CH:13]=1. The catalyst class is: 20. (6) Reactant: [CH3:1][N:2]([CH3:16])[C:3]1[S:4][C@H:5]2[O:11][C@H:10]([CH2:12][OH:13])[C@@H:9]([OH:14])[C@H:8]([OH:15])[C@H:6]2[N:7]=1.[H-].[Na+].[CH:19]1[CH:24]=[CH:23][C:22]([CH2:25]Br)=[CH:21][CH:20]=1. Product: [CH2:25]([O:14][C@@H:9]1[C@@H:10]([CH2:12][O:13][CH2:25][C:22]2[CH:23]=[CH:24][CH:19]=[CH:20][CH:21]=2)[O:11][C@H:5]2[C@H:6]([N:7]=[C:3]([N:2]([CH3:16])[CH3:1])[S:4]2)[C@H:8]1[O:15][CH2:25][C:22]1[CH:23]=[CH:24][CH:19]=[CH:20][CH:21]=1)[C:22]1[CH:23]=[CH:24][CH:19]=[CH:20][CH:21]=1. The catalyst class is: 3. (7) Reactant: [Cl:1][C:2]1[CH:7]=[CH:6][C:5]([NH:8][C:9]2[C:10]3[CH:18]=[C:17]([NH:19]CC4C=CC(OC)=CC=4)[N:16]=[CH:15][C:11]=3[N:12]=[CH:13][N:14]=2)=[CH:4][C:3]=1[C:29]#[CH:30].FC(F)(F)C(O)=O.C1(OC)C=CC=CC=1. Product: [Cl:1][C:2]1[CH:7]=[CH:6][C:5]([NH:8][C:9]2[C:10]3[CH:18]=[C:17]([NH2:19])[N:16]=[CH:15][C:11]=3[N:12]=[CH:13][N:14]=2)=[CH:4][C:3]=1[C:29]#[CH:30]. The catalyst class is: 2.